Predict the product of the given reaction. From a dataset of Forward reaction prediction with 1.9M reactions from USPTO patents (1976-2016). (1) Given the reactants [NH2:1][C:2]1[CH:3]=[C:4]([S:8]([N:11]2[CH2:16][CH2:15][CH:14]([NH:17][C:18]3[N:23]=[C:22]([NH:24][C:25]4[CH:30]=[CH:29][CH:28]=[C:27]([C:31]([F:34])([F:33])[F:32])[CH:26]=4)[N:21]=[C:20]([O:35][CH2:36][C:37]([F:40])([F:39])[F:38])[N:19]=3)[CH2:13][CH2:12]2)(=[O:10])=[O:9])[CH:5]=[CH:6][CH:7]=1.CCN(C(C)C)C(C)C.[C:50](OC(=O)C)(=[O:52])[CH3:51], predict the reaction product. The product is: [F:40][C:37]([F:38])([F:39])[CH2:36][O:35][C:20]1[N:21]=[C:22]([NH:24][C:25]2[CH:30]=[CH:29][CH:28]=[C:27]([C:31]([F:34])([F:32])[F:33])[CH:26]=2)[N:23]=[C:18]([NH:17][CH:14]2[CH2:15][CH2:16][N:11]([S:8]([C:4]3[CH:3]=[C:2]([NH:1][C:50](=[O:52])[CH3:51])[CH:7]=[CH:6][CH:5]=3)(=[O:10])=[O:9])[CH2:12][CH2:13]2)[N:19]=1. (2) Given the reactants [Cl:1][C:2]1[N:3]=[N:4][C:5](Cl)=[CH:6][CH:7]=1.FC(F)(F)C(O)=O.[CH3:16][S:17]([C:20]1[CH:41]=[CH:40][C:23]([O:24][C:25]2[N:30]=[CH:29][N:28]=[C:27]3[N:31]([CH:34]4[CH2:39][CH2:38][NH:37][CH2:36][CH2:35]4)[N:32]=[CH:33][C:26]=23)=[CH:22][CH:21]=1)(=[O:19])=[O:18].C(=O)([O-])[O-].[K+].[K+].[Cl-].[NH4+], predict the reaction product. The product is: [Cl:1][C:2]1[N:3]=[N:4][C:5]([N:37]2[CH2:38][CH2:39][CH:34]([N:31]3[C:27]4=[N:28][CH:29]=[N:30][C:25]([O:24][C:23]5[CH:22]=[CH:21][C:20]([S:17]([CH3:16])(=[O:18])=[O:19])=[CH:41][CH:40]=5)=[C:26]4[CH:33]=[N:32]3)[CH2:35][CH2:36]2)=[CH:6][CH:7]=1. (3) Given the reactants [CH2:1]([O:3][C@@H:4]([CH2:10][C:11]1[CH:16]=[CH:15][C:14]([O:17][CH2:18][C:19]([N:21]([CH2:33][CH2:34][CH2:35][CH2:36][CH2:37][CH2:38][CH3:39])[CH2:22][C:23]2[N:24]([CH3:32])[C:25]3[C:30]([CH:31]=2)=[CH:29][CH:28]=[CH:27][CH:26]=3)=[O:20])=[CH:13][CH:12]=1)[C:5]([O:7]CC)=[O:6])[CH3:2].[Li+].[OH-], predict the reaction product. The product is: [CH2:1]([O:3][C@@H:4]([CH2:10][C:11]1[CH:12]=[CH:13][C:14]([O:17][CH2:18][C:19]([N:21]([CH2:33][CH2:34][CH2:35][CH2:36][CH2:37][CH2:38][CH3:39])[CH2:22][C:23]2[N:24]([CH3:32])[C:25]3[C:30]([CH:31]=2)=[CH:29][CH:28]=[CH:27][CH:26]=3)=[O:20])=[CH:15][CH:16]=1)[C:5]([OH:7])=[O:6])[CH3:2]. (4) Given the reactants [CH:1]1([CH2:4][N:5]([C@@H:13]2[CH2:15][C@H:14]2[C:16]2[CH:21]=[CH:20][CH:19]=[C:18]([C:22](=[O:31])[NH:23][C:24]3[CH:25]=[N:26][N:27]([CH2:29][CH3:30])[CH:28]=3)[CH:17]=2)C(=O)OC(C)(C)C)[CH2:3][CH2:2]1.[ClH:32].C(OCC)(=O)C, predict the reaction product. The product is: [ClH:32].[ClH:32].[CH:1]1([CH2:4][NH:5][C@@H:13]2[CH2:15][C@H:14]2[C:16]2[CH:17]=[C:18]([CH:19]=[CH:20][CH:21]=2)[C:22]([NH:23][C:24]2[CH:25]=[N:26][N:27]([CH2:29][CH3:30])[CH:28]=2)=[O:31])[CH2:3][CH2:2]1. (5) Given the reactants [Cl:1][C:2]1[CH:11]=[C:10]([O:12][CH2:13][C@@H:14]2[CH2:18][O:17][C:16]([CH3:20])([CH3:19])[O:15]2)[C:9]([Cl:21])=[CH:8][C:3]=1/[C:4](=[N:6]/[OH:7])/[NH2:5].[Cl:22][C:23]1[C:24]2[N:25]([CH:33]=[C:34]([C:36](O)=O)[N:35]=2)[CH:26]=[C:27]([C:29]([F:32])([F:31])[F:30])[CH:28]=1.Cl.CN(C)CCCN=C=NCC, predict the reaction product. The product is: [Cl:22][C:23]1[C:24]2[N:25]([CH:33]=[C:34]([C:36]3[O:7][N:6]=[C:4]([C:3]4[CH:8]=[C:9]([Cl:21])[C:10]([O:12][CH2:13][C@@H:14]5[CH2:18][O:17][C:16]([CH3:19])([CH3:20])[O:15]5)=[CH:11][C:2]=4[Cl:1])[N:5]=3)[N:35]=2)[CH:26]=[C:27]([C:29]([F:30])([F:31])[F:32])[CH:28]=1. (6) Given the reactants [NH2:1][CH:2]([CH2:38][CH3:39])[C:3]([N:5]1[CH2:10][CH2:9][C:8]([C:31]2[CH:36]=[CH:35][CH:34]=[C:33]([F:37])[CH:32]=2)([CH2:11][CH2:12][N:13]2[CH:18]3[CH2:19][CH2:20][CH:14]2[CH2:15][CH:16]([N:21]2[C:25]4[CH:26]=[CH:27][CH:28]=[CH:29][C:24]=4[N:23]=[C:22]2[CH3:30])[CH2:17]3)[CH2:7][CH2:6]1)=[O:4].[CH3:40][C:41]([CH3:46])([CH3:45])[C:42](Cl)=[O:43].CCN(C(C)C)C(C)C, predict the reaction product. The product is: [F:37][C:33]1[CH:32]=[C:31]([C:8]2([CH2:11][CH2:12][N:13]3[CH:18]4[CH2:19][CH2:20][CH:14]3[CH2:15][CH:16]([N:21]3[C:25]5[CH:26]=[CH:27][CH:28]=[CH:29][C:24]=5[N:23]=[C:22]3[CH3:30])[CH2:17]4)[CH2:9][CH2:10][N:5]([C:3]([CH:2]([NH:1][C:42](=[O:43])[C:41]([CH3:46])([CH3:45])[CH3:40])[CH2:38][CH3:39])=[O:4])[CH2:6][CH2:7]2)[CH:36]=[CH:35][CH:34]=1.